Task: Predict the reactants needed to synthesize the given product.. Dataset: Full USPTO retrosynthesis dataset with 1.9M reactions from patents (1976-2016) (1) Given the product [CH:20]([N:16]1[C:15]([C:9]2[S:10][C:11]3[CH2:12][CH2:13][O:14][C:5]4[CH:4]=[CH:3][C:2]([C:30]5[CH:29]=[N:28][CH:27]=[C:26]([O:25][CH3:24])[CH:31]=5)=[CH:23][C:6]=4[C:7]=3[N:8]=2)=[N:19][CH:18]=[N:17]1)([CH3:22])[CH3:21], predict the reactants needed to synthesize it. The reactants are: Br[C:2]1[CH:3]=[CH:4][C:5]2[O:14][CH2:13][CH2:12][C:11]3[S:10][C:9]([C:15]4[N:16]([CH:20]([CH3:22])[CH3:21])[N:17]=[CH:18][N:19]=4)=[N:8][C:7]=3[C:6]=2[CH:23]=1.[CH3:24][O:25][C:26]1[CH:27]=[N:28][CH:29]=[C:30](B2OC(C)(C)C(C)(C)O2)[CH:31]=1. (2) Given the product [Cl:15][CH2:16][CH2:17][CH2:18][CH2:19][C:20]([N:10]1[CH:9]([C:4]2[CH:5]=[CH:6][C:7]([F:8])=[C:2]([F:1])[CH:3]=2)[CH2:13][O:12][C:11]1=[O:14])=[O:21], predict the reactants needed to synthesize it. The reactants are: [F:1][C:2]1[CH:3]=[C:4]([CH:9]2[CH2:13][O:12][C:11](=[O:14])[NH:10]2)[CH:5]=[CH:6][C:7]=1[F:8].[Cl:15][CH2:16][CH2:17][CH2:18][CH2:19][C:20](Cl)=[O:21]. (3) Given the product [C:46]([O:45][C:44](=[O:50])[NH:43][C@H:40]1[CH2:39][CH2:38][C@H:37]([NH:36][C:33]([C:21]2[C:17]3[N:18]=[CH:19][N:20]=[C:15]([C:7]4[CH:8]=[C:9]([CH:12]([CH3:14])[CH3:13])[CH:10]=[CH:11][C:6]=4[O:5][CH2:4][CH:1]4[CH2:2][CH2:3]4)[C:16]=3[N:23]([CH2:24][O:25][CH2:26][CH2:27][Si:28]([CH3:30])([CH3:31])[CH3:29])[C:22]=2[CH3:32])=[O:34])[CH2:42][CH2:41]1)([CH3:49])([CH3:47])[CH3:48], predict the reactants needed to synthesize it. The reactants are: [CH:1]1([CH2:4][O:5][C:6]2[CH:11]=[CH:10][C:9]([CH:12]([CH3:14])[CH3:13])=[CH:8][C:7]=2[C:15]2[C:16]3[N:23]([CH2:24][O:25][CH2:26][CH2:27][Si:28]([CH3:31])([CH3:30])[CH3:29])[C:22]([CH3:32])=[C:21]([C:33](O)=[O:34])[C:17]=3[N:18]=[CH:19][N:20]=2)[CH2:3][CH2:2]1.[NH2:36][C@H:37]1[CH2:42][CH2:41][C@H:40]([NH:43][C:44](=[O:50])[O:45][C:46]([CH3:49])([CH3:48])[CH3:47])[CH2:39][CH2:38]1. (4) Given the product [F:1][C:2]1[C:7]([N+:15]([O-:18])=[O:16])=[CH:6][C:5]([O:8][S:9]([CH3:12])(=[O:11])=[O:10])=[C:4]([CH2:13][O:14][S:9]([OH:11])(=[O:10])=[O:8])[CH:3]=1, predict the reactants needed to synthesize it. The reactants are: [F:1][C:2]1[CH:7]=[CH:6][C:5]([O:8][S:9]([CH3:12])(=[O:11])=[O:10])=[C:4]([CH2:13][OH:14])[CH:3]=1.[N+:15]([O-:18])(O)=[O:16].